Dataset: Forward reaction prediction with 1.9M reactions from USPTO patents (1976-2016). Task: Predict the product of the given reaction. Given the reactants Cl.[F:2][C@@H:3]1[CH2:8][CH2:7][CH2:6][C@H:5]([NH:9][C:10]2[C:15]([C:16]3[CH:17]=[N:18][N:19]([CH3:21])[CH:20]=3)=[CH:14][N:13]=[C:12]([C:22]3[CH:27]=[CH:26][CH:25]=[C:24]([C:28]4[CH:29]=[N:30][N:31]([CH3:33])[CH:32]=4)[CH:23]=3)[N:11]=2)[C@@H:4]1[O:34]COC.C(=O)(O)[O-].[Na+], predict the reaction product. The product is: [F:2][C@@H:3]1[CH2:8][CH2:7][CH2:6][C@H:5]([NH:9][C:10]2[C:15]([C:16]3[CH:17]=[N:18][N:19]([CH3:21])[CH:20]=3)=[CH:14][N:13]=[C:12]([C:22]3[CH:27]=[CH:26][CH:25]=[C:24]([C:28]4[CH:29]=[N:30][N:31]([CH3:33])[CH:32]=4)[CH:23]=3)[N:11]=2)[C@@H:4]1[OH:34].